The task is: Predict the reactants needed to synthesize the given product.. This data is from Full USPTO retrosynthesis dataset with 1.9M reactions from patents (1976-2016). (1) Given the product [C:25]([O:24][C@@H:18]([C:9]1[C:8]([CH3:29])=[CH:7][C:5]2[N:6]=[C:2]([C:35]3[CH:36]=[CH:37][N:38]=[C:33]([Cl:32])[N:34]=3)[S:3][C:4]=2[C:10]=1[C:11]1[CH:16]=[CH:15][C:14]([Cl:17])=[CH:13][CH:12]=1)[C:19]([O:21][CH2:22][CH3:23])=[O:20])([CH3:28])([CH3:27])[CH3:26], predict the reactants needed to synthesize it. The reactants are: Br[C:2]1[S:3][C:4]2[C:10]([C:11]3[CH:16]=[CH:15][C:14]([Cl:17])=[CH:13][CH:12]=3)=[C:9]([C@H:18]([O:24][C:25]([CH3:28])([CH3:27])[CH3:26])[C:19]([O:21][CH2:22][CH3:23])=[O:20])[C:8]([CH3:29])=[CH:7][C:5]=2[N:6]=1.[Cl-].[Li+].[Cl:32][C:33]1[N:38]=[C:37]([Sn](CCCC)(CCCC)CCCC)[CH:36]=[CH:35][N:34]=1. (2) Given the product [Br:11][C:3]1[C:4]2[NH:8][CH:7]=[N:6][C:5]=2[CH:9]=[CH:10][C:2]=1[NH2:1], predict the reactants needed to synthesize it. The reactants are: [NH2:1][C:2]1[CH:10]=[CH:9][C:5]2[N:6]=[CH:7][NH:8][C:4]=2[CH:3]=1.[Br:11]Br.N.